Task: Predict the reactants needed to synthesize the given product.. Dataset: Full USPTO retrosynthesis dataset with 1.9M reactions from patents (1976-2016) (1) Given the product [CH3:1][O:2][C:3]1[CH:4]=[CH:5][C:6]([CH2:7][O:8][CH2:9][C:10]([C:13]2[NH:17][N:16]=[C:15]([N:18]3[C:24](=[O:25])[C:23]4[C:22](=[CH:30][CH:29]=[CH:28][CH:27]=4)[C:21]3=[O:26])[CH:14]=2)([CH3:12])[CH3:11])=[CH:19][CH:20]=1, predict the reactants needed to synthesize it. The reactants are: [CH3:1][O:2][C:3]1[CH:20]=[CH:19][C:6]([CH2:7][O:8][CH2:9][C:10]([C:13]2[NH:17][N:16]=[C:15]([NH2:18])[CH:14]=2)([CH3:12])[CH3:11])=[CH:5][CH:4]=1.[C:21]1(=O)[O:26][C:24](=[O:25])[C:23]2=[CH:27][CH:28]=[CH:29][CH:30]=[C:22]12.C(O)(=O)C.C(=O)([O-])O.[Na+]. (2) Given the product [CH3:1][O:2][C:3]1[N:4]=[C:5]2[C:10](=[CH:11][CH:12]=1)[N:9]([CH3:14])[C:8](=[O:13])[CH2:7][CH2:6]2, predict the reactants needed to synthesize it. The reactants are: [CH3:1][O:2][C:3]1[N:4]=[C:5]2[C:10](=[CH:11][CH:12]=1)[NH:9][C:8](=[O:13])[CH2:7][CH2:6]2.[CH3:14]C(C)([O-])C.[K+].CI.[Na+].[Cl-].